Dataset: Reaction yield outcomes from USPTO patents with 853,638 reactions. Task: Predict the reaction yield, written as a fraction of the theoretical maximum amount of product (1.0 means a 100% yield; for example, 0.34 means a 34% yield). (1) The reactants are [CH3:1][O:2][C:3]1[CH:4]=[C:5]([N:12]([CH3:22])[C@H:13]2[CH2:17][CH2:16][N:15]([CH2:18][CH2:19][O:20][CH3:21])[CH2:14]2)[CH:6]=[CH:7][C:8]=1[N+:9]([O-])=O.[H][H]. The catalyst is C1COCC1.O=[Pt]=O. The product is [CH3:1][O:2][C:3]1[CH:4]=[C:5]([N:12]([C@H:13]2[CH2:17][CH2:16][N:15]([CH2:18][CH2:19][O:20][CH3:21])[CH2:14]2)[CH3:22])[CH:6]=[CH:7][C:8]=1[NH2:9]. The yield is 0.677. (2) The reactants are [C:1]1([C@@H:7]2[CH2:11][N:10]([CH:12]3[CH2:17][CH2:16][O:15][CH2:14][CH2:13]3)[C:9](=[O:18])[N:8]2[CH:19]2[CH2:24][CH2:23][NH:22][CH2:21][CH2:20]2)[CH:6]=[CH:5][CH:4]=[CH:3][CH:2]=1.CCN(C(C)C)C(C)C.[CH3:34][O:35][C:36](=[O:52])[C:37]1[CH:42]=[CH:41][C:40]([S:43][C:44]2[CH:49]=[CH:48][C:47]([CH2:50]Br)=[CH:46][N:45]=2)=[CH:39][CH:38]=1. The catalyst is C(#N)C. The product is [CH3:34][O:35][C:36](=[O:52])[C:37]1[CH:42]=[CH:41][C:40]([S:43][C:44]2[CH:49]=[CH:48][C:47]([CH2:50][N:22]3[CH2:23][CH2:24][CH:19]([N:8]4[C@H:7]([C:1]5[CH:2]=[CH:3][CH:4]=[CH:5][CH:6]=5)[CH2:11][N:10]([CH:12]5[CH2:13][CH2:14][O:15][CH2:16][CH2:17]5)[C:9]4=[O:18])[CH2:20][CH2:21]3)=[CH:46][N:45]=2)=[CH:39][CH:38]=1. The yield is 0.810. (3) The reactants are [CH3:1][O:2][C:3]1[CH:11]=[C:10]2[C:6]([CH:7]=[CH:8][NH:9]2)=[CH:5][CH:4]=1.[C:12](O[C:12]([O:14][C:15]([CH3:18])([CH3:17])[CH3:16])=[O:13])([O:14][C:15]([CH3:18])([CH3:17])[CH3:16])=[O:13]. The catalyst is C(Cl)Cl.CN(C1C=CN=CC=1)C. The product is [CH3:1][O:2][C:3]1[CH:11]=[C:10]2[C:6]([CH:7]=[CH:8][N:9]2[C:12]([O:14][C:15]([CH3:18])([CH3:17])[CH3:16])=[O:13])=[CH:5][CH:4]=1. The yield is 0.860. (4) The reactants are [S:1]1[CH:5]=[CH:4][CH:3]=[C:2]1[S:6]([NH:9][C:10]1[CH:11]=[CH:12][CH:13]=[C:14]2[C:18]=1[NH:17][C:16]([C:19]1[S:20][C:21]([CH2:24][N:25]3[CH2:30][CH2:29][N:28]([CH2:31][C:32]([O:34]CC)=[O:33])[CH2:27][CH2:26]3)=[CH:22][N:23]=1)=[CH:15]2)(=[O:8])=[O:7].[OH-].[Na+].C(O)(=O)CC(CC(O)=O)(C(O)=O)O.[Cl-].[Na+]. The catalyst is O1CCCC1.C(OCC)(=O)C.CO. The product is [S:1]1[CH:5]=[CH:4][CH:3]=[C:2]1[S:6]([NH:9][C:10]1[CH:11]=[CH:12][CH:13]=[C:14]2[C:18]=1[NH:17][C:16]([C:19]1[S:20][C:21]([CH2:24][N:25]3[CH2:30][CH2:29][N:28]([CH2:31][C:32]([OH:34])=[O:33])[CH2:27][CH2:26]3)=[CH:22][N:23]=1)=[CH:15]2)(=[O:7])=[O:8]. The yield is 0.760.